From a dataset of Forward reaction prediction with 1.9M reactions from USPTO patents (1976-2016). Predict the product of the given reaction. (1) Given the reactants FC(F)(F)C(O)=O.C(OC([NH:15][N:16]([C:30]1[CH:35]=[CH:34][C:33]([O:36][CH3:37])=[CH:32][CH:31]=1)[C:17]([CH:19]1[C:24](=O)[C@@:23]2([CH3:29])[C:26]([CH3:28])([CH3:27])[C@@H:20]1[CH2:21][CH2:22]2)=[O:18])=O)(C)(C)C, predict the reaction product. The product is: [CH3:37][O:36][C:33]1[CH:32]=[CH:31][C:30]([N:16]2[C:17](=[O:18])[C:19]3[C@@H:20]4[C:26]([CH3:28])([CH3:27])[C@@:23]([CH3:29])([CH2:22][CH2:21]4)[C:24]=3[NH:15]2)=[CH:35][CH:34]=1. (2) Given the reactants [F:1][C:2]1[CH:3]=[C:4]([OH:10])[CH:5]=[C:6]([O:8][CH3:9])[CH:7]=1.Cl[C:12]1[CH:13]=[CH:14][C:15]([N+:27]([O-:29])=[O:28])=[C:16]([CH2:18][NH:19][C:20](=[O:26])[O:21][C:22]([CH3:25])([CH3:24])[CH3:23])[CH:17]=1.[H-].[Na+], predict the reaction product. The product is: [C:22]([O:21][C:20](=[O:26])[NH:19][CH2:18][C:16]1[CH:17]=[C:12]([O:10][C:4]2[CH:5]=[C:6]([O:8][CH3:9])[CH:7]=[C:2]([F:1])[CH:3]=2)[CH:13]=[CH:14][C:15]=1[N+:27]([O-:29])=[O:28])([CH3:25])([CH3:23])[CH3:24]. (3) Given the reactants [NH2:1][C:2]1[CH:7]=[CH:6][C:5]([C:8]2[C:9]([NH2:24])=[N:10][C:11]([NH2:23])=[N:12][C:13]=2[CH2:14][O:15][CH2:16][C:17]2[CH:22]=[CH:21][CH:20]=[CH:19][CH:18]=2)=[CH:4][CH:3]=1.[CH3:25][CH:26]1[CH2:28][CH:27]1[C:29](O)=[O:30].C1C=CC2N(O)N=NC=2C=1.CCN(C(C)C)C(C)C.C1CCC(N=C=NC2CCCCC2)CC1, predict the reaction product. The product is: [NH2:23][C:11]1[N:10]=[C:9]([NH2:24])[C:8]([C:5]2[CH:6]=[CH:7][C:2]([NH:1][C:29]([CH:27]3[CH2:28][CH:26]3[CH3:25])=[O:30])=[CH:3][CH:4]=2)=[C:13]([CH2:14][O:15][CH2:16][C:17]2[CH:22]=[CH:21][CH:20]=[CH:19][CH:18]=2)[N:12]=1. (4) Given the reactants [NH:1]1[CH2:6][CH2:5][CH:4]([N:7]2[CH:11]=[C:10]([C:12]3[CH:17]=[N:16][N:15]4[C:18]([C:21]5[CH:22]=[C:23]([NH:27][C:28]([NH:30][CH2:31][C:32]([F:35])([F:34])[F:33])=[O:29])[CH:24]=[CH:25][CH:26]=5)=[CH:19][N:20]=[C:14]4[CH:13]=3)[CH:9]=[N:8]2)[CH2:3][CH2:2]1.[N:36]([CH2:39][CH:40]1[CH2:44][CH2:43][CH2:42][O:41]1)=[C:37]=[O:38], predict the reaction product. The product is: [O:41]1[CH2:42][CH2:43][CH2:44][CH:40]1[CH2:39][NH:36][C:37]([N:1]1[CH2:6][CH2:5][CH:4]([N:7]2[CH:11]=[C:10]([C:12]3[CH:17]=[N:16][N:15]4[C:18]([C:21]5[CH:26]=[CH:25][CH:24]=[C:23]([NH:27][C:28]([NH:30][CH2:31][C:32]([F:33])([F:35])[F:34])=[O:29])[CH:22]=5)=[CH:19][N:20]=[C:14]4[CH:13]=3)[CH:9]=[N:8]2)[CH2:3][CH2:2]1)=[O:38]. (5) Given the reactants C([O:4][C@@H:5]1[C@@H:10]([O:11]C(=O)C)[C@H:9]([O:15]C(=O)C)[C@@H:8]([CH2:19][O:20]C(=O)C)[O:7][C@H:6]1[C:24]1[CH:29]=[CH:28][C:27]([Cl:30])=[C:26]([CH2:31][C:32]2[S:33][C:34]([C:37]3[CH:42]=[CH:41][C:40]([C:43]#[N:44])=[CH:39][CH:38]=3)=[CH:35][CH:36]=2)[CH:25]=1)(=O)C.[OH-:45].[Na+].OO.O, predict the reaction product. The product is: [C@@H:6]1([C:24]2[CH:29]=[CH:28][C:27]([Cl:30])=[C:26]([CH2:31][C:32]3[S:33][C:34]([C:37]4[CH:42]=[CH:41][C:40]([C:43](=[O:45])[NH2:44])=[CH:39][CH:38]=4)=[CH:35][CH:36]=3)[CH:25]=2)[O:7][C@H:8]([CH2:19][OH:20])[C@@H:9]([OH:15])[C@H:10]([OH:11])[C@H:5]1[OH:4]. (6) Given the reactants [CH2:1]([O:3][C:4]1[CH:9]=[CH:8][C:7]([C:10]([O:18]C)(OC)[CH2:11][CH2:12][C:13]([O-:15])=O)=[CH:6][CH:5]=1)[CH3:2].[K+].ClC1C=C(Cl)C=C(Cl)C=1C(Cl)=O.[CH2:33]([N:40]1[CH:44]=[C:43]([NH2:45])[C:42]([C:46]2[CH:51]=[CH:50][CH:49]=[CH:48][CH:47]=2)=[N:41]1)[C:34]1[CH:39]=[CH:38][CH:37]=[CH:36][CH:35]=1.FC(F)(F)C(O)=O, predict the reaction product. The product is: [CH2:33]([N:40]1[CH:44]=[C:43]([NH:45][C:13](=[O:15])[CH2:12][CH2:11][C:10]([C:7]2[CH:6]=[CH:5][C:4]([O:3][CH2:1][CH3:2])=[CH:9][CH:8]=2)=[O:18])[C:42]([C:46]2[CH:51]=[CH:50][CH:49]=[CH:48][CH:47]=2)=[N:41]1)[C:34]1[CH:35]=[CH:36][CH:37]=[CH:38][CH:39]=1. (7) Given the reactants [Cl:1][C:2]1[CH:41]=[CH:40][C:5]([C:6]([NH:8][C:9]2[C:10]([NH:23][C:24]([O:26][CH:27]([CH:34]3[CH2:39][CH2:38][NH:37][CH2:36][CH2:35]3)[C:28]3[CH:33]=[CH:32][N:31]=[CH:30][CH:29]=3)=[O:25])=[CH:11][C:12]([O:15][Si](C(C)(C)C)(C)C)=[CH:13][CH:14]=2)=[O:7])=[CH:4][CH:3]=1.Cl, predict the reaction product. The product is: [Cl:1][C:2]1[CH:3]=[CH:4][C:5]([C:6]([NH:8][C:9]2[C:10]([NH:23][C:24]([O:26][CH:27]([CH:34]3[CH2:39][CH2:38][NH:37][CH2:36][CH2:35]3)[C:28]3[CH:29]=[CH:30][N:31]=[CH:32][CH:33]=3)=[O:25])=[CH:11][C:12]([OH:15])=[CH:13][CH:14]=2)=[O:7])=[CH:40][CH:41]=1. (8) The product is: [Cl:8][C:9]1[CH:14]=[C:13]([O:15][C:16]2[C:25]3[C:20](=[CH:21][C:22]([O:28][CH3:29])=[C:23]([O:26][CH3:27])[CH:24]=3)[N:19]=[CH:18][N:17]=2)[CH:12]=[CH:11][C:10]=1[N:30]([CH2:41][CH3:42])[C:31](=[O:40])[O:32][CH:33]([CH2:37][CH2:38][CH3:39])[CH2:34][CH2:35][CH3:36]. Given the reactants CN(C)C=O.[H-].[Na+].[Cl:8][C:9]1[CH:14]=[C:13]([O:15][C:16]2[C:25]3[C:20](=[CH:21][C:22]([O:28][CH3:29])=[C:23]([O:26][CH3:27])[CH:24]=3)[N:19]=[CH:18][N:17]=2)[CH:12]=[CH:11][C:10]=1[NH:30][C:31](=[O:40])[O:32][CH:33]([CH2:37][CH2:38][CH3:39])[CH2:34][CH2:35][CH3:36].[CH2:41](I)[CH3:42], predict the reaction product. (9) Given the reactants [Br:1][CH:2]([CH2:6][CH2:7][CH2:8][CH3:9])[C:3]([OH:5])=[O:4].[OH-].[Na+].[N+]([O-])([O-])=O.[Ag+:16], predict the reaction product. The product is: [Br:1][CH:2]([CH2:6][CH2:7][CH2:8][CH3:9])[C:3]([O-:5])=[O:4].[Ag+:16]. (10) The product is: [CH2:16]([N:18]([CH2:2][CH2:3][O:4][C:5]1[CH:10]=[CH:9][C:8]([O:11][CH3:12])=[C:7]([N+:13]([O-:15])=[O:14])[CH:6]=1)[CH2:19][CH3:20])[CH3:17]. Given the reactants Cl[CH2:2][CH2:3][O:4][C:5]1[CH:10]=[CH:9][C:8]([O:11][CH3:12])=[C:7]([N+:13]([O-:15])=[O:14])[CH:6]=1.[CH2:16]([NH:18][CH2:19][CH3:20])[CH3:17], predict the reaction product.